Dataset: Full USPTO retrosynthesis dataset with 1.9M reactions from patents (1976-2016). Task: Predict the reactants needed to synthesize the given product. Given the product [CH2:21]([S:19][C:4](=[N:3][CH2:1][CH3:2])[N:5]([CH3:18])[C:6]1[S:10][C:9]([C:11]2[CH:12]=[N:13][CH:14]=[CH:15][CH:16]=2)=[N:8][C:7]=1[CH3:17])[CH3:22], predict the reactants needed to synthesize it. The reactants are: [CH2:1]([NH:3][C:4](=[S:19])[N:5]([CH3:18])[C:6]1[S:10][C:9]([C:11]2[CH:12]=[N:13][CH:14]=[CH:15][CH:16]=2)=[N:8][C:7]=1[CH3:17])[CH3:2].I[CH2:21][CH3:22].